This data is from Catalyst prediction with 721,799 reactions and 888 catalyst types from USPTO. The task is: Predict which catalyst facilitates the given reaction. (1) Reactant: [CH2:1]([C:5]1[C:6]([OH:17])=[N:7][C:8]2[C:13]([N:14]=1)=[CH:12][CH:11]=[CH:10][C:9]=2[O:15][CH3:16])[CH2:2][CH:3]=[CH2:4].BrC1C=CC(S(O[C@@H:29]2[CH2:33][N:32]([C:34]([O:36][C:37]([CH3:40])([CH3:39])[CH3:38])=[O:35])[C@H:31]([C:41]([O:43][CH3:44])=[O:42])[CH2:30]2)(=O)=O)=CC=1.C(=O)([O-])[O-].[Cs+].[Cs+].N#N. Product: [CH2:1]([C:5]1[C:6]([O:17][C@H:29]2[CH2:33][N:32]([C:34]([O:36][C:37]([CH3:40])([CH3:39])[CH3:38])=[O:35])[C@H:31]([C:41]([O:43][CH3:44])=[O:42])[CH2:30]2)=[N:7][C:8]2[C:13]([N:14]=1)=[CH:12][CH:11]=[CH:10][C:9]=2[O:15][CH3:16])[CH2:2][CH:3]=[CH2:4]. The catalyst class is: 296. (2) Reactant: [F:1][C:2]1[C:7]([OH:8])=[CH:6][CH:5]=[C:4]([F:9])[C:3]=1[NH:10][C:11](=O)[C:12]1[CH:17]=[C:16]([O:18][CH3:19])[CH:15]=[C:14]([C:20]2[CH:25]=[CH:24][CH:23]=[C:22]([F:26])[CH:21]=2)[CH:13]=1. Product: [F:1][C:2]1[C:3]([NH:10][CH2:11][C:12]2[CH:17]=[C:16]([O:18][CH3:19])[CH:15]=[C:14]([C:20]3[CH:25]=[CH:24][CH:23]=[C:22]([F:26])[CH:21]=3)[CH:13]=2)=[C:4]([F:9])[CH:5]=[CH:6][C:7]=1[OH:8]. The catalyst class is: 1.